Regression. Given a peptide amino acid sequence and an MHC pseudo amino acid sequence, predict their binding affinity value. This is MHC class I binding data. From a dataset of Peptide-MHC class I binding affinity with 185,985 pairs from IEDB/IMGT. (1) The peptide sequence is IIKHIYEQY. The MHC is HLA-A31:01 with pseudo-sequence HLA-A31:01. The binding affinity (normalized) is 0.271. (2) The peptide sequence is FVVSFIAIV. The MHC is H-2-Kb with pseudo-sequence H-2-Kb. The binding affinity (normalized) is 0.532. (3) The peptide sequence is ILKDPRIASI. The MHC is HLA-A02:03 with pseudo-sequence HLA-A02:03. The binding affinity (normalized) is 0.359. (4) The peptide sequence is VSSKKCTAL. The MHC is HLA-B27:05 with pseudo-sequence HLA-B27:05. The binding affinity (normalized) is 0.0847. (5) The peptide sequence is TIKRRIRQL. The MHC is HLA-A80:01 with pseudo-sequence HLA-A80:01. The binding affinity (normalized) is 0.0847. (6) The peptide sequence is ARWMISSAL. The MHC is HLA-A11:01 with pseudo-sequence HLA-A11:01. The binding affinity (normalized) is 0.0847.